This data is from Forward reaction prediction with 1.9M reactions from USPTO patents (1976-2016). The task is: Predict the product of the given reaction. Given the reactants [NH2:1][C@H:2]([C:18]([O:20][CH2:21][C:22]1[CH:27]=[CH:26][CH:25]=[CH:24][CH:23]=1)=[O:19])[CH2:3][CH2:4][CH2:5][CH2:6][NH:7][C:8]([O:10][CH2:11][C:12]1[CH:17]=[CH:16][CH:15]=[CH:14][CH:13]=1)=[O:9].Cl.[NH:29]([C:49]([O:51][CH2:52][C:53]1[CH:58]=[CH:57][CH:56]=[CH:55][CH:54]=1)=[O:50])[C@H:30]([C:46](O)=[O:47])[CH2:31][CH2:32][CH2:33][CH2:34][NH:35][C:36]([O:38][CH2:39][C:40]1[CH:45]=[CH:44][CH:43]=[CH:42][CH:41]=1)=[O:37].C1C=C2N=NN(O)C2=CC=1.O.C(N(CC)CC)C.CCN=C=NCCCN(C)C.Cl, predict the reaction product. The product is: [CH2:11]([O:10][C:8]([NH:7][CH2:6][CH2:5][CH2:4][CH2:3][C@@H:2]([C:18]([O:20][CH2:21][C:22]1[CH:27]=[CH:26][CH:25]=[CH:24][CH:23]=1)=[O:19])[NH:1][C:46](=[O:47])[C@H:30]([CH2:31][CH2:32][CH2:33][CH2:34][NH:35][C:36]([O:38][CH2:39][C:40]1[CH:45]=[CH:44][CH:43]=[CH:42][CH:41]=1)=[O:37])[NH:29][C:49]([O:51][CH2:52][C:53]1[CH:58]=[CH:57][CH:56]=[CH:55][CH:54]=1)=[O:50])=[O:9])[C:12]1[CH:13]=[CH:14][CH:15]=[CH:16][CH:17]=1.